From a dataset of Merck oncology drug combination screen with 23,052 pairs across 39 cell lines. Regression. Given two drug SMILES strings and cell line genomic features, predict the synergy score measuring deviation from expected non-interaction effect. (1) Drug 1: N#Cc1ccc(Cn2cncc2CN2CCN(c3cccc(Cl)c3)C(=O)C2)cc1. Drug 2: CC(C)CC(NC(=O)C(Cc1ccccc1)NC(=O)c1cnccn1)B(O)O. Cell line: SKMEL30. Synergy scores: synergy=-3.76. (2) Drug 1: CN1C(=O)C=CC2(C)C3CCC4(C)C(NC(=O)OCC(F)(F)F)CCC4C3CCC12. Drug 2: Cc1nc(Nc2ncc(C(=O)Nc3c(C)cccc3Cl)s2)cc(N2CCN(CCO)CC2)n1. Cell line: HCT116. Synergy scores: synergy=-46.8.